From a dataset of Catalyst prediction with 721,799 reactions and 888 catalyst types from USPTO. Predict which catalyst facilitates the given reaction. Reactant: [CH3:1][N:2]1[C:7]2[N:8]=[CH:9][N:10]=[CH:11][C:6]=2[CH:5]=[C:4]([C:12]2[CH:17]=[CH:16][CH:15]=[C:14]([N+:18]([O-])=O)[CH:13]=2)[C:3]1=[O:21]. Product: [NH2:18][C:14]1[CH:13]=[C:12]([C:4]2[C:3](=[O:21])[N:2]([CH3:1])[C:7]3[N:8]=[CH:9][N:10]=[CH:11][C:6]=3[CH:5]=2)[CH:17]=[CH:16][CH:15]=1. The catalyst class is: 50.